This data is from Peptide-MHC class II binding affinity with 134,281 pairs from IEDB. The task is: Regression. Given a peptide amino acid sequence and an MHC pseudo amino acid sequence, predict their binding affinity value. This is MHC class II binding data. The peptide sequence is YDKFSANVSTVLTGK. The MHC is DRB1_0802 with pseudo-sequence DRB1_0802. The binding affinity (normalized) is 0.367.